From a dataset of Full USPTO retrosynthesis dataset with 1.9M reactions from patents (1976-2016). Predict the reactants needed to synthesize the given product. (1) Given the product [Cl:1][C:2]1[CH:7]=[CH:6][CH:5]=[CH:4][C:3]=1[N:8]1[C:12]([C:13]2[CH:18]=[CH:17][C:16]([C:19]3[CH:24]=[CH:23][CH:22]=[C:21]([S:25]([CH3:28])(=[O:26])=[O:27])[CH:20]=3)=[C:15]([CH2:29][N:31]3[CH2:36][CH2:35][O:34][CH2:33][CH2:32]3)[CH:14]=2)=[CH:11][C:10]([C:37]([F:38])([F:39])[F:40])=[N:9]1, predict the reactants needed to synthesize it. The reactants are: [Cl:1][C:2]1[CH:7]=[CH:6][CH:5]=[CH:4][C:3]=1[N:8]1[C:12]([C:13]2[CH:18]=[CH:17][C:16]([C:19]3[CH:24]=[CH:23][CH:22]=[C:21]([S:25]([CH3:28])(=[O:27])=[O:26])[CH:20]=3)=[C:15]([C:29]([N:31]3[CH2:36][CH2:35][O:34][CH2:33][CH2:32]3)=O)[CH:14]=2)=[CH:11][C:10]([C:37]([F:40])([F:39])[F:38])=[N:9]1.CO. (2) Given the product [Cl:1][C:2]1[N:11]([C:12]2[CH:17]=[CH:16][CH:15]=[C:14]([N+:18]([O-:20])=[O:19])[CH:13]=2)[C:5]2[N:6]=[CH:7][N:8]=[C:9]([NH2:10])[C:4]=2[C:3]=1[C:26]1[CH:27]=[CH:28][C:23]([Cl:22])=[CH:24][CH:25]=1, predict the reactants needed to synthesize it. The reactants are: [Cl:1][C:2]1[N:11]([C:12]2[CH:17]=[CH:16][CH:15]=[C:14]([N+:18]([O-:20])=[O:19])[CH:13]=2)[C:5]2[N:6]=[CH:7][N:8]=[C:9]([NH2:10])[C:4]=2[C:3]=1I.[Cl:22][C:23]1[CH:28]=[CH:27][C:26](B(O)O)=[CH:25][CH:24]=1.C([O-])([O-])=O.[Na+].[Na+].N#N. (3) Given the product [N:4]1[CH:3]=[C:2]([O:8][C:9]2[CH:14]=[CH:13][C:12]([C:15]#[C:16][C:17]3[CH:22]=[CH:21][C:20]([CH2:23][CH:24]([NH:26][C:27](=[O:29])[CH3:28])[CH3:25])=[CH:19][CH:18]=3)=[CH:11][CH:10]=2)[CH:7]=[N:6][CH:5]=1, predict the reactants needed to synthesize it. The reactants are: I[C:2]1[CH:3]=[N:4][CH:5]=[N:6][CH:7]=1.[OH:8][C:9]1[CH:14]=[CH:13][C:12]([C:15]#[C:16][C:17]2[CH:22]=[CH:21][C:20]([CH2:23][CH:24]([NH:26][C:27](=[O:29])[CH3:28])[CH3:25])=[CH:19][CH:18]=2)=[CH:11][CH:10]=1.Cl.CN(C)CC(O)=O.C([O-])([O-])=O.[Cs+].[Cs+]. (4) Given the product [F:17][C:13]1[CH:12]=[C:11]2[C:16]([C:8]([C:5]3[CH:6]=[CH:7][C:2]4[N:1]=[C:19]([CH3:20])[O:18][C:3]=4[CH:4]=3)=[CH:9][NH:10]2)=[CH:15][CH:14]=1, predict the reactants needed to synthesize it. The reactants are: [NH2:1][C:2]1[CH:7]=[CH:6][C:5]([C:8]2[C:16]3[C:11](=[CH:12][C:13]([F:17])=[CH:14][CH:15]=3)[NH:10][CH:9]=2)=[CH:4][C:3]=1[OH:18].[CH2:19](OC(OCC)(OCC)C)[CH3:20].